Predict the product of the given reaction. From a dataset of Forward reaction prediction with 1.9M reactions from USPTO patents (1976-2016). (1) Given the reactants [C:1]([NH:4][C:5]1[CH:6]=[C:7]([C:11]2[CH2:12][CH2:13][N:14]([CH2:17][CH2:18][CH2:19][NH:20][C:21]([N:23]3[C@@H:28]([C:29]4[CH:34]=[CH:33][C:32]([F:35])=[C:31]([F:36])[CH:30]=4)[C:27]([C:37]([O:39][CH3:40])=[O:38])=[C:26]([CH2:41][O:42][CH3:43])[NH:25][C:24]3=[O:44])=[O:22])[CH2:15][CH:16]=2)[CH:8]=[CH:9][CH:10]=1)(=[O:3])[CH3:2], predict the reaction product. The product is: [C:1]([NH:4][C:5]1[CH:6]=[C:7]([CH:11]2[CH2:12][CH2:13][N:14]([CH2:17][CH2:18][CH2:19][NH:20][C:21]([N:23]3[C@@H:28]([C:29]4[CH:34]=[CH:33][C:32]([F:35])=[C:31]([F:36])[CH:30]=4)[C:27]([C:37]([O:39][CH3:40])=[O:38])=[C:26]([CH2:41][O:42][CH3:43])[NH:25][C:24]3=[O:44])=[O:22])[CH2:15][CH2:16]2)[CH:8]=[CH:9][CH:10]=1)(=[O:3])[CH3:2]. (2) Given the reactants [I-].[OH:2][C:3]1[CH:17]=[CH:16][CH:15]=[CH:14][C:4]=1[C:5](=O)[CH2:6][N+]1C=CC=CC=1.[OH:18][C:19]1[CH:24]=[CH:23][CH:22]=[CH:21][C:20]=1[C:25](=O)[CH:26]=[CH:27][C:28]1[CH:33]=[CH:32][C:31]([N:34]([CH3:36])[CH3:35])=[CH:30][CH:29]=1.C([O-])(=O)C.[NH4+:42].C(O)(=O)C, predict the reaction product. The product is: [OH:18][C:19]1[CH:24]=[CH:23][CH:22]=[CH:21][C:20]=1[C:25]1[CH:26]=[C:27]([C:28]2[CH:33]=[CH:32][C:31]([N:34]([CH3:36])[CH3:35])=[CH:30][CH:29]=2)[CH:6]=[C:5]([C:4]2[CH:14]=[CH:15][CH:16]=[CH:17][C:3]=2[OH:2])[N:42]=1. (3) Given the reactants [CH3:1][C:2]1[CH:7]=[C:6]([S:8]([CH3:11])(=[O:10])=[O:9])[CH:5]=[CH:4][C:3]=1[C:12]1[C:13]2[CH:20]=[C:19]([CH2:21][O:22][C:23]3[CH:28]=[CH:27][C:26]([C@@H:29]([C:36]#[C:37][CH3:38])[CH2:30][C:31]([O:33]CC)=[O:32])=[CH:25][CH:24]=3)[CH:18]=[CH:17][C:14]=2[S:15][CH:16]=1.[Li+].[OH-].Cl, predict the reaction product. The product is: [CH3:1][C:2]1[CH:7]=[C:6]([S:8]([CH3:11])(=[O:9])=[O:10])[CH:5]=[CH:4][C:3]=1[C:12]1[C:13]2[CH:20]=[C:19]([CH2:21][O:22][C:23]3[CH:24]=[CH:25][C:26]([C@@H:29]([C:36]#[C:37][CH3:38])[CH2:30][C:31]([OH:33])=[O:32])=[CH:27][CH:28]=3)[CH:18]=[CH:17][C:14]=2[S:15][CH:16]=1. (4) The product is: [Cl:55][C:23]1[CH:22]=[N+:21]([O-:56])[CH:20]=[C:19]([Cl:18])[C:24]=1[CH2:25][C@@H:26]([C:40]1[CH:45]=[CH:44][C:43]([O:46][CH:47]([F:49])[F:48])=[C:42]([O:50][CH2:51][CH:52]2[CH2:54][CH2:53]2)[CH:41]=1)[O:27][C:28]([S:12][C:10]1[CH:9]=[CH:8][C:7]([NH:13][S:14]([CH3:17])(=[O:16])=[O:15])=[C:6]([O:5][CH2:4][CH:1]2[CH2:2][CH2:3]2)[CH:11]=1)=[O:29]. Given the reactants [CH:1]1([CH2:4][O:5][C:6]2[CH:11]=[C:10]([SH:12])[CH:9]=[CH:8][C:7]=2[NH:13][S:14]([CH3:17])(=[O:16])=[O:15])[CH2:3][CH2:2]1.[Cl:18][C:19]1[CH:20]=[N+:21]([O-:56])[CH:22]=[C:23]([Cl:55])[C:24]=1[CH2:25][C@@H:26]([C:40]1[CH:45]=[CH:44][C:43]([O:46][CH:47]([F:49])[F:48])=[C:42]([O:50][CH2:51][CH:52]2[CH2:54][CH2:53]2)[CH:41]=1)[O:27][C:28](OC1C=CC([N+]([O-])=O)=CC=1)=[O:29], predict the reaction product.